Dataset: Forward reaction prediction with 1.9M reactions from USPTO patents (1976-2016). Task: Predict the product of the given reaction. (1) Given the reactants O[C:2]([CH:12]1[CH2:17][CH2:16][N:15]([C:18]([O:20][C:21]([CH3:24])([CH3:23])[CH3:22])=[O:19])[CH2:14][CH2:13]1)([CH3:11])[C:3]#[C:4][C:5]1[CH:10]=[CH:9][CH:8]=[CH:7][CH:6]=1.CC[N+](S(N=C(OC)[O-])(=O)=O)(CC)CC, predict the reaction product. The product is: [CH2:11]=[C:2]([CH:12]1[CH2:13][CH2:14][N:15]([C:18]([O:20][C:21]([CH3:24])([CH3:23])[CH3:22])=[O:19])[CH2:16][CH2:17]1)[C:3]#[C:4][C:5]1[CH:10]=[CH:9][CH:8]=[CH:7][CH:6]=1. (2) Given the reactants [CH2:1](N(C(C)C)C(C)C)C.[F:10][C:11]1[CH:16]=[CH:15][C:14]([C:17]2[O:40][C:20]3=[N:21][C:22]([NH:34][CH2:35][C:36]([F:39])([F:38])[F:37])=[C:23]([C:25]4[CH:26]=[C:27]([CH:31]=[CH:32][CH:33]=4)[C:28](O)=[O:29])[CH:24]=[C:19]3[C:18]=2[C:41](=[O:44])[NH:42][CH3:43])=[CH:13][CH:12]=1.CN(C([O:52][N:53]1N=[N:60][C:55]2[CH:56]=[CH:57][CH:58]=[N:59][C:54]1=2)=[N+](C)C)C.F[P-](F)(F)(F)(F)F.O1C=NC(CN)=N1, predict the reaction product. The product is: [F:10][C:11]1[CH:12]=[CH:13][C:14]([C:17]2[O:40][C:20]3=[N:21][C:22]([NH:34][CH2:35][C:36]([F:37])([F:38])[F:39])=[C:23]([C:25]4[CH:33]=[CH:32][CH:31]=[C:27]([C:28](=[O:29])[NH:60][C:55]([C:54]5[N:59]=[C:58]([CH3:57])[O:52][N:53]=5)([CH3:56])[CH3:1])[CH:26]=4)[CH:24]=[C:19]3[C:18]=2[C:41]([NH:42][CH3:43])=[O:44])=[CH:15][CH:16]=1.